The task is: Predict the product of the given reaction.. This data is from Forward reaction prediction with 1.9M reactions from USPTO patents (1976-2016). (1) Given the reactants [C:1]([O:10][CH3:11])(=[O:9])[C:2]1[C:3](=[CH:5][CH:6]=[CH:7][CH:8]=1)[OH:4].C(=O)([O-])[O-].[K+].[K+].[CH2:18](I)[CH:19]([CH3:21])[CH3:20].Cl, predict the reaction product. The product is: [CH2:18]([O:4][C:3]1[CH:5]=[CH:6][CH:7]=[CH:8][C:2]=1[C:1]([O:10][CH3:11])=[O:9])[CH:19]([CH3:21])[CH3:20]. (2) Given the reactants O=C1C2C(=CC=CC=2)C(=O)[N:3]1[CH2:12][CH:13]([NH:19][C:20](=[O:26])[O:21][C:22]([CH3:25])([CH3:24])[CH3:23])[CH2:14][S:15]([CH3:18])(=[O:17])=[O:16].O.NN, predict the reaction product. The product is: [NH2:3][CH2:12][CH:13]([NH:19][C:20](=[O:26])[O:21][C:22]([CH3:24])([CH3:23])[CH3:25])[CH2:14][S:15]([CH3:18])(=[O:17])=[O:16]. (3) Given the reactants C([O:3][C:4]([C:6]1([NH:15][C:16]([C:18]2[C:27]3[C:22](=[CH:23][CH:24]=[CH:25][CH:26]=3)[N:21]=[CH:20][CH:19]=2)=[O:17])[CH2:14][C:13]2[C:8](=[CH:9][CH:10]=[CH:11][CH:12]=2)[CH2:7]1)=[O:5])C.[OH-].[K+].O, predict the reaction product. The product is: [N:21]1[C:22]2[C:27](=[CH:26][CH:25]=[CH:24][CH:23]=2)[C:18]([C:16]([NH:15][C:6]2([C:4]([OH:5])=[O:3])[CH2:7][C:8]3[C:13](=[CH:12][CH:11]=[CH:10][CH:9]=3)[CH2:14]2)=[O:17])=[CH:19][CH:20]=1. (4) Given the reactants [N+:1]([C:4]1[CH:9]=[CH:8][C:7]([C:10]2[C:14]([C:15]3[CH:20]=[CH:19][N:18]=[C:17]4[N:21](S(C5C=CC=CC=5)(=O)=O)[C:22]([C:24]5[CH:29]=[CH:28][CH:27]=[C:26]([CH2:30][N:31]([CH3:33])[CH3:32])[CH:25]=5)=[CH:23][C:16]=34)=[CH:13][N:12]([CH2:43][CH3:44])[N:11]=2)=[CH:6][CH:5]=1)([O-])=O, predict the reaction product. The product is: [NH2:1][C:4]1[CH:5]=[CH:6][C:7]([C:10]2[C:14]([C:15]3[CH:20]=[CH:19][N:18]=[C:17]4[NH:21][C:22]([C:24]5[CH:29]=[CH:28][CH:27]=[C:26]([CH2:30][N:31]([CH3:32])[CH3:33])[CH:25]=5)=[CH:23][C:16]=34)=[CH:13][N:12]([CH2:43][CH3:44])[N:11]=2)=[CH:8][CH:9]=1. (5) Given the reactants [Br:1][C:2]1[CH:3]=[CH:4][C:5]([O:19][CH:20]([F:22])[F:21])=[C:6]([CH:8]=[C:9]2[C:13]([CH3:15])([CH3:14])[O:12][C:11]([CH3:17])([CH3:16])[C:10]2=[O:18])[CH:7]=1.[OH:23]O, predict the reaction product. The product is: [Br:1][C:2]1[CH:3]=[CH:4][C:5]([O:19][CH:20]([F:22])[F:21])=[C:6]([CH:8]2[C:9]3([C:10](=[O:18])[C:11]([CH3:17])([CH3:16])[O:12][C:13]3([CH3:14])[CH3:15])[O:23]2)[CH:7]=1.